Dataset: Full USPTO retrosynthesis dataset with 1.9M reactions from patents (1976-2016). Task: Predict the reactants needed to synthesize the given product. (1) Given the product [C:11]([C:3]1[C:4]2[CH2:10][CH2:9][CH2:8][CH2:7][C:5]=2[S:6][C:2]=1[NH:1][C:20](=[O:26])[CH2:21][CH2:22][C:23]([OH:25])=[O:24])(=[O:12])[NH2:13], predict the reactants needed to synthesize it. The reactants are: [NH2:1][C:2]1[S:6][C:5]2[CH2:7][CH2:8][CH2:9][CH2:10][C:4]=2[C:3]=1[C:11]([NH2:13])=[O:12].O1CCOCC1.[C:20]1(=[O:26])[O:25][C:23](=[O:24])[CH2:22][CH2:21]1. (2) Given the product [NH2:17][CH2:16][C:15]1[C:7]2[CH:6]([CH2:5][C:4]([OH:21])=[O:3])[O:10][B:9]([OH:11])[C:8]=2[CH:12]=[C:13]([OH:20])[CH:14]=1, predict the reactants needed to synthesize it. The reactants are: C([O:3][C:4](=[O:21])[CH2:5][CH:6]1[O:10][B:9]([OH:11])[C:8]2[CH:12]=[C:13]([OH:20])[CH:14]=[C:15]([CH2:16][N:17]=[N+]=[N-])[C:7]1=2)C.Cl. (3) Given the product [Cl:1][C:2]1[CH:7]=[CH:6][CH:5]=[C:4]([Cl:8])[C:3]=1[C:9]1[C:13]([CH2:14][O:15][C:16]2[N:21]=[CH:20][C:19]([C:22]3[CH:30]=[C:29]4[C:25]([C:26]([C:31]([OH:33])=[O:32])=[CH:27][NH:28]4)=[CH:24][CH:23]=3)=[CH:18][CH:17]=2)=[C:12]([CH:35]([CH3:37])[CH3:36])[O:11][N:10]=1, predict the reactants needed to synthesize it. The reactants are: [Cl:1][C:2]1[CH:7]=[CH:6][CH:5]=[C:4]([Cl:8])[C:3]=1[C:9]1[C:13]([CH2:14][O:15][C:16]2[N:21]=[CH:20][C:19]([C:22]3[CH:30]=[C:29]4[C:25]([C:26]([C:31]([O:33]C)=[O:32])=[CH:27][NH:28]4)=[CH:24][CH:23]=3)=[CH:18][CH:17]=2)=[C:12]([CH:35]([CH3:37])[CH3:36])[O:11][N:10]=1.O1CCCC1.[OH-].[Na+]. (4) Given the product [Br:1][C:2]1[CH:3]=[C:4]2[C:8](=[CH:9][CH:10]=1)[N:7]([CH2:11][CH2:12][N:16]1[CH2:21][CH2:20][O:19][CH2:18][CH2:17]1)[N:6]=[CH:5]2, predict the reactants needed to synthesize it. The reactants are: [Br:1][C:2]1[CH:3]=[C:4]2[C:8](=[CH:9][CH:10]=1)[N:7]([CH2:11][CH2:12]Cl)[N:6]=[CH:5]2.[I-].[K+].[NH:16]1[CH2:21][CH2:20][O:19][CH2:18][CH2:17]1.